From a dataset of Retrosynthesis with 50K atom-mapped reactions and 10 reaction types from USPTO. Predict the reactants needed to synthesize the given product. (1) Given the product CC(C)CN([C@H](CO)CCCCNC(=O)[C@@H](NC(=O)c1ccncc1)C(c1ccccc1)c1ccccc1)S(=O)(=O)c1ccc(N)cc1, predict the reactants needed to synthesize it. The reactants are: CC(C)CN([C@H](CO)CCCCNC(=O)[C@@H](N)C(c1ccccc1)c1ccccc1)S(=O)(=O)c1ccc(N)cc1.O=C(O)c1ccncc1. (2) The reactants are: Nc1nc2ccc(Sc3cnc4ncccn34)cc2s1.O=C(O)C1CCOCC1. Given the product O=C(Nc1nc2ccc(Sc3cnc4ncccn34)cc2s1)C1CCOCC1, predict the reactants needed to synthesize it. (3) Given the product NC(=O)C1(c2ccc(-c3ccc(C(N)c4ccc(F)cc4F)cc3)cc2)CC1, predict the reactants needed to synthesize it. The reactants are: CC1(C)OB(c2ccc(C3(C(N)=O)CC3)cc2)OC1(C)C.NC(c1ccc(Br)cc1)c1ccc(F)cc1F. (4) Given the product Cc1cc(COc2ccc(C(=O)NCC3(N4CCN(Cc5cccnc5)CC4)C(=O)NC(=O)NC3=O)cc2)c2ccccc2n1, predict the reactants needed to synthesize it. The reactants are: Cc1cc(COc2ccc(C(=O)NCC3(N4CCNCC4)C(=O)NC(=O)NC3=O)cc2)c2ccccc2n1.O=Cc1cccnc1. (5) Given the product CCCCc1nc2cnc3ccccc3c2n1CCOCC#Cc1ccccc1, predict the reactants needed to synthesize it. The reactants are: C#CCOCCn1c(CCCC)nc2cnc3ccccc3c21.Ic1ccccc1. (6) Given the product COc1ccc(CC2c3cc(OC)c(OC)cc3CCC2C2(CC(=O)O)C=CC=CC2)cc1OC, predict the reactants needed to synthesize it. The reactants are: COC(=O)CC1(C2CCc3cc(OC)c(OC)cc3C2Cc2ccc(OC)c(OC)c2)C=CC=CC1.